From a dataset of Forward reaction prediction with 1.9M reactions from USPTO patents (1976-2016). Predict the product of the given reaction. Given the reactants [OH:1][N:2]1[CH:6]=[CH:5][C:4]([C:7]2[CH:12]=[CH:11][CH:10]=[CH:9][N:8]=2)=[N:3]1.[CH3:13][N:14]([C:18]1[CH:23]=[CH:22][CH:21]=[CH:20][CH:19]=1)[C:15](Cl)=[O:16], predict the reaction product. The product is: [N:8]1[CH:9]=[CH:10][CH:11]=[CH:12][C:7]=1[C:4]1[CH:5]=[CH:6][N:2]([O:1][C:15](=[O:16])[N:14]([CH3:13])[C:18]2[CH:23]=[CH:22][CH:21]=[CH:20][CH:19]=2)[N:3]=1.